From a dataset of Forward reaction prediction with 1.9M reactions from USPTO patents (1976-2016). Predict the product of the given reaction. (1) Given the reactants [CH2:1]([O:3][C:4](=[O:31])[CH2:5][O:6][C:7]1[CH:12]=[CH:11][C:10]([O:13][CH2:14][C:15]2[S:16][CH:17]=[C:18]([C:20]3[CH:21]=[CH:22][C:23]4[O:27][C:26]([CH3:28])=[N:25][C:24]=4[CH:29]=3)[N:19]=2)=[CH:9][C:8]=1[CH3:30])[CH3:2].[Br:32]Br, predict the reaction product. The product is: [CH2:1]([O:3][C:4](=[O:31])[CH2:5][O:6][C:7]1[CH:12]=[CH:11][C:10]([O:13][CH2:14][C:15]2[S:16][C:17]([Br:32])=[C:18]([C:20]3[CH:21]=[CH:22][C:23]4[O:27][C:26]([CH3:28])=[N:25][C:24]=4[CH:29]=3)[N:19]=2)=[CH:9][C:8]=1[CH3:30])[CH3:2]. (2) Given the reactants [F:1][C:2]1[CH:3]=[C:4]([CH:27]=[C:28]([F:30])[CH:29]=1)[CH2:5][C:6]1[CH:7]=[C:8]2[C:12](=[CH:13][CH:14]=1)[NH:11][N:10]=[C:9]2[NH:15][C:16](=[O:26])[C:17]1[CH:22]=[C:21]([CH:23]=O)[CH:20]=[CH:19][C:18]=1[F:25].[CH3:31][N:32]1[CH2:37][CH2:36][NH:35][CH2:34][CH2:33]1.C(O)(=O)C.C(O[BH-](OC(=O)C)OC(=O)C)(=O)C.[Na+].[NH4+].[OH-], predict the reaction product. The product is: [F:1][C:2]1[CH:3]=[C:4]([CH:27]=[C:28]([F:30])[CH:29]=1)[CH2:5][C:6]1[CH:7]=[C:8]2[C:12](=[CH:13][CH:14]=1)[NH:11][N:10]=[C:9]2[NH:15][C:16](=[O:26])[C:17]1[CH:22]=[C:21]([CH2:23][N:35]2[CH2:36][CH2:37][N:32]([CH3:31])[CH2:33][CH2:34]2)[CH:20]=[CH:19][C:18]=1[F:25]. (3) Given the reactants [OH:1][CH:2]1[CH2:5][N:4](C(OCC2C=CC=CC=2)=O)[CH2:3]1.[C:16]([O:20][C:21]1[N:26]=[CH:25][C:24](O)=[CH:23][CH:22]=1)([CH3:19])([CH3:18])[CH3:17].C1(P(C2C=CC=CC=2)C2C=CC=CC=2)C=CC=CC=1.CC(OC(/N=N/C(OC(C)C)=O)=O)C.C1(C)C=CC=CC=1, predict the reaction product. The product is: [NH:4]1[CH2:3][CH:2]([O:1][C:24]2[CH:23]=[CH:22][C:21]([O:20][C:16]([CH3:19])([CH3:18])[CH3:17])=[N:26][CH:25]=2)[CH2:5]1. (4) Given the reactants [C:1]([O:5][C:6]([N:8]1[C:17]2[C:12](=[CH:13][C:14](B3OC(C)(C)C(C)(C)O3)=[CH:15][N:16]=2)[CH2:11][CH2:10][CH2:9]1)=[O:7])([CH3:4])([CH3:3])[CH3:2].Br[C:28]1[CH:36]=[N:35][CH:34]=[CH:33][C:29]=1[C:30]([NH2:32])=[O:31].C([O-])([O-])=O.[Na+].[Na+], predict the reaction product. The product is: [C:1]([O:5][C:6]([N:8]1[C:17]2[C:12](=[CH:13][C:14]([C:33]3[CH:34]=[N:35][CH:36]=[CH:28][C:29]=3[C:30](=[O:31])[NH2:32])=[CH:15][N:16]=2)[CH2:11][CH2:10][CH2:9]1)=[O:7])([CH3:2])([CH3:3])[CH3:4]. (5) Given the reactants [CH2:1]([O:5][CH2:6][CH2:7][O:8][C:9]1[CH:14]=[CH:13][C:12]([C:15]2[CH:16]=[C:17](/[CH:28]=[C:29](\[CH3:35])/[C:30]([O:32]CC)=[O:31])[C:18]([N:21]3[CH2:25][CH:24]([CH3:26])[CH:23]([CH3:27])[CH2:22]3)=[N:19][CH:20]=2)=[CH:11][CH:10]=1)[CH2:2][CH2:3][CH3:4].[OH-].[Na+].O.Cl, predict the reaction product. The product is: [CH2:1]([O:5][CH2:6][CH2:7][O:8][C:9]1[CH:10]=[CH:11][C:12]([C:15]2[CH:16]=[C:17](/[CH:28]=[C:29](\[CH3:35])/[C:30]([OH:32])=[O:31])[C:18]([N:21]3[CH2:25][CH:24]([CH3:26])[CH:23]([CH3:27])[CH2:22]3)=[N:19][CH:20]=2)=[CH:13][CH:14]=1)[CH2:2][CH2:3][CH3:4]. (6) Given the reactants [CH2:1]([CH2:3][NH2:4])[OH:2].[N:5]([CH2:8][CH2:9][CH2:10][NH:11][C:12]1[N:17]=[C:16](Cl)[N:15]=[C:14]([Cl:19])[N:13]=1)=[N+:6]=[N-:7], predict the reaction product. The product is: [N:5]([CH2:8][CH2:9][CH2:10][NH:11][C:12]1[N:13]=[C:14]([Cl:19])[N:15]=[C:16]([NH:4][CH2:3][CH2:1][OH:2])[N:17]=1)=[N+:6]=[N-:7].